This data is from Reaction yield outcomes from USPTO patents with 853,638 reactions. The task is: Predict the reaction yield, written as a fraction of the theoretical maximum amount of product (1.0 means a 100% yield; for example, 0.34 means a 34% yield). (1) The reactants are Br[C:2]1[CH:7]=[C:6]([O:8][C:9]([F:14])([F:13])[CH:10]([F:12])[F:11])[CH:5]=[C:4]([F:15])[CH:3]=1.C([Li])CCC.[Br:21][C:22]1[CH:23]=[C:24]([CH:27]=[CH:28][C:29]=1[F:30])[CH:25]=[O:26]. The catalyst is CCOCC. The product is [Br:21][C:22]1[CH:23]=[C:24]([CH:25]([C:7]2[CH:2]=[CH:3][C:4]([F:15])=[CH:5][C:6]=2[O:8][C:9]([F:14])([F:13])[CH:10]([F:12])[F:11])[OH:26])[CH:27]=[CH:28][C:29]=1[F:30]. The yield is 0.920. (2) The reactants are [CH2:1]([NH:8][CH2:9][C:10]([CH3:12])=[CH2:11])[C:2]1[CH:7]=[CH:6][CH:5]=[CH:4][CH:3]=1.[O:13]1[C:15]2([CH2:20][CH2:19][N:18]([C:21]([O:23][C:24]([CH3:27])([CH3:26])[CH3:25])=[O:22])[CH2:17][CH2:16]2)[CH2:14]1. The catalyst is C(O)C. The product is [CH2:1]([N:8]([CH2:14][C:15]1([OH:13])[CH2:16][CH2:17][N:18]([C:21]([O:23][C:24]([CH3:27])([CH3:26])[CH3:25])=[O:22])[CH2:19][CH2:20]1)[CH2:9][C:10]([CH3:12])=[CH2:11])[C:2]1[CH:7]=[CH:6][CH:5]=[CH:4][CH:3]=1. The yield is 1.00. (3) The reactants are [H-].[Na+].[S:3]1[CH:7]=[CH:6][C:5]2[C:8]([N:12]3[CH2:17][CH2:16][N:15]([CH2:18][CH2:19][CH2:20][CH2:21][O:22][C:23]4[CH:32]=[C:31]5[C:26]([CH2:27][CH2:28][C:29](=[O:33])[NH:30]5)=[CH:25][CH:24]=4)[CH2:14][CH2:13]3)=[CH:9][CH:10]=[CH:11][C:4]1=2.[C:34]([O:42][CH2:43]Cl)(=[O:41])[C:35]1[CH:40]=[CH:39][CH:38]=[CH:37][CH:36]=1.[Cl-].[NH4+]. The catalyst is O1CCCC1. The product is [S:3]1[CH:7]=[CH:6][C:5]2[C:8]([N:12]3[CH2:13][CH2:14][N:15]([CH2:18][CH2:19][CH2:20][CH2:21][O:22][C:23]4[CH:32]=[C:31]5[C:26]([CH2:27][CH2:28][C:29](=[O:33])[N:30]5[CH2:43][O:42][C:34](=[O:41])[C:35]5[CH:40]=[CH:39][CH:38]=[CH:37][CH:36]=5)=[CH:25][CH:24]=4)[CH2:16][CH2:17]3)=[CH:9][CH:10]=[CH:11][C:4]1=2. The yield is 0.865. (4) The reactants are N1C=CC=C1.[CH2:6]([NH2:12])[CH2:7][CH2:8][CH2:9][CH2:10][CH3:11].[OH:13][C:14]1[CH:19]=[CH:18][C:17]([C:20](=O)[CH2:21][CH2:22][C:23]([C:25]2[CH:33]=[CH:32][C:28]([C:29]([OH:31])=[O:30])=[CH:27][CH:26]=2)=O)=[CH:16][CH:15]=1. No catalyst specified. The product is [CH2:6]([N:12]1[C:20]([C:17]2[CH:18]=[CH:19][C:14]([OH:13])=[CH:15][CH:16]=2)=[CH:21][CH:22]=[C:23]1[C:25]1[CH:33]=[CH:32][C:28]([C:29]([OH:31])=[O:30])=[CH:27][CH:26]=1)[CH2:7][CH2:8][CH2:9][CH2:10][CH3:11]. The yield is 0.200.